Dataset: NCI-60 drug combinations with 297,098 pairs across 59 cell lines. Task: Regression. Given two drug SMILES strings and cell line genomic features, predict the synergy score measuring deviation from expected non-interaction effect. (1) Drug 1: C1CN(P(=O)(OC1)NCCCl)CCCl. Drug 2: C1C(C(OC1N2C=NC3=C2NC=NCC3O)CO)O. Cell line: DU-145. Synergy scores: CSS=1.52, Synergy_ZIP=2.69, Synergy_Bliss=3.62, Synergy_Loewe=3.80, Synergy_HSA=-0.116. (2) Synergy scores: CSS=-4.29, Synergy_ZIP=-0.0563, Synergy_Bliss=-3.56, Synergy_Loewe=-19.7, Synergy_HSA=-6.15. Drug 2: CN(CCCl)CCCl.Cl. Drug 1: C1CCN(CC1)CCOC2=CC=C(C=C2)C(=O)C3=C(SC4=C3C=CC(=C4)O)C5=CC=C(C=C5)O. Cell line: SK-OV-3. (3) Drug 1: CS(=O)(=O)C1=CC(=C(C=C1)C(=O)NC2=CC(=C(C=C2)Cl)C3=CC=CC=N3)Cl. Drug 2: CN1CCC(CC1)COC2=C(C=C3C(=C2)N=CN=C3NC4=C(C=C(C=C4)Br)F)OC. Cell line: SF-295. Synergy scores: CSS=6.23, Synergy_ZIP=-1.43, Synergy_Bliss=-0.0530, Synergy_Loewe=-0.374, Synergy_HSA=0.237. (4) Drug 2: CC12CCC3C(C1CCC2OP(=O)(O)O)CCC4=C3C=CC(=C4)OC(=O)N(CCCl)CCCl.[Na+]. Drug 1: CS(=O)(=O)OCCCCOS(=O)(=O)C. Synergy scores: CSS=1.84, Synergy_ZIP=-0.590, Synergy_Bliss=2.36, Synergy_Loewe=-3.45, Synergy_HSA=-1.05. Cell line: PC-3.